This data is from Full USPTO retrosynthesis dataset with 1.9M reactions from patents (1976-2016). The task is: Predict the reactants needed to synthesize the given product. (1) Given the product [CH3:1][O:2][C:3]([C:5]1([CH:18]=[CH2:19])[O:10][CH2:9][CH2:8][N:7]([C:11]([O:13][C:14]([CH3:16])([CH3:15])[CH3:17])=[O:12])[CH2:6]1)=[O:4], predict the reactants needed to synthesize it. The reactants are: [CH3:1][O:2][C:3]([C:5]1([CH:18](OS(C(F)(F)F)(=O)=O)[CH3:19])[O:10][CH2:9][CH2:8][N:7]([C:11]([O:13][C:14]([CH3:17])([CH3:16])[CH3:15])=[O:12])[CH2:6]1)=[O:4].N12CCCN=C1CCCCC2. (2) Given the product [CH2:1]([O:3][C:4]([C:6]1[C:7]([CH3:26])=[N:8][C:9]([NH:13][CH2:14][CH2:15][CH2:16][C:17]2[CH:22]=[C:21]([O:23][CH3:27])[CH:20]=[CH:19][C:18]=2[CH3:25])=[N:10][C:11]=1[CH3:12])=[O:5])[CH3:2], predict the reactants needed to synthesize it. The reactants are: [CH2:1]([O:3][C:4]([C:6]1[C:7]([CH3:26])=[N:8][C:9]([NH:13][CH2:14]/[CH:15]=[CH:16]/[C:17]2[CH:22]=[C:21]([OH:23])[CH:20]=[C:19](Br)[C:18]=2[CH3:25])=[N:10][C:11]=1[CH3:12])=[O:5])[CH3:2].[CH3:27]CO. (3) The reactants are: [F:1][C:2]([F:7])([F:6])[C:3]([OH:5])=[O:4].C(OC(=O)[NH:14][C@H:15]([CH2:34][C:35]1[CH:40]=[CH:39][C:38]([O:41][CH3:42])=[CH:37][CH:36]=1)[C:16]([N:18]1[CH2:21][C:20]([O:29][CH2:30][CH2:31][CH2:32][CH3:33])([C:22]2[CH:27]=[CH:26][CH:25]=[CH:24][C:23]=2[F:28])[CH2:19]1)=[O:17])(C)(C)C. Given the product [F:1][C:2]([F:7])([F:6])[C:3]([OH:5])=[O:4].[NH2:14][C@H:15]([CH2:34][C:35]1[CH:40]=[CH:39][C:38]([O:41][CH3:42])=[CH:37][CH:36]=1)[C:16]([N:18]1[CH2:21][C:20]([O:29][CH2:30][CH2:31][CH2:32][CH3:33])([C:22]2[CH:27]=[CH:26][CH:25]=[CH:24][C:23]=2[F:28])[CH2:19]1)=[O:17], predict the reactants needed to synthesize it. (4) Given the product [C:12]([NH:1][C:2]1[CH:10]=[CH:9][C:5]([C:6]([OH:8])=[O:7])=[CH:4][C:3]=1[CH3:11])([O:14][C:15]([CH3:18])([CH3:17])[CH3:16])=[O:13], predict the reactants needed to synthesize it. The reactants are: [NH2:1][C:2]1[CH:10]=[CH:9][C:5]([C:6]([OH:8])=[O:7])=[CH:4][C:3]=1[CH3:11].[C:12](NC1C=CC(C(O)=O)=CC=1)([O:14][C:15]([CH3:18])([CH3:17])[CH3:16])=[O:13]. (5) Given the product [CH:1]1([CH2:4][S:5]([C:8]2[CH:9]=[C:10]([C:14]3[N:22]4[C:17]([CH:18]=[N:19][C:20]([NH:36][C:34]5[CH:33]=[CH:32][C:30]6[N:31]=[C:27]([C:26]([F:38])([F:37])[F:25])[NH:28][C:29]=6[CH:35]=5)=[N:21]4)=[CH:16][CH:15]=3)[CH:11]=[CH:12][CH:13]=2)(=[O:7])=[O:6])[CH2:3][CH2:2]1, predict the reactants needed to synthesize it. The reactants are: [CH:1]1([CH2:4][S:5]([C:8]2[CH:9]=[C:10]([C:14]3[N:22]4[C:17]([CH:18]=[N:19][C:20](SC)=[N:21]4)=[CH:16][CH:15]=3)[CH:11]=[CH:12][CH:13]=2)(=[O:7])=[O:6])[CH2:3][CH2:2]1.[F:25][C:26]([F:38])([F:37])[C:27]1[NH:28][C:29]2[CH:35]=[C:34]([NH2:36])[CH:33]=[CH:32][C:30]=2[N:31]=1. (6) Given the product [C:30]([C:32]1[C:33](=[C:40]([C:41]#[N:42])[C:43]#[N:44])[O:34][C:35]([CH3:38])([CH3:39])[C:36]=1[CH:37]=[CH:7][C:4]1[S:3][C:2]([N:15]([CH2:9][CH2:10][CH2:11][CH2:12][CH2:13][CH3:14])[CH2:16][CH2:17][CH2:18][CH2:19][CH2:20][CH3:21])=[CH:6][CH:5]=1)#[N:31], predict the reactants needed to synthesize it. The reactants are: Br[C:2]1[S:3][C:4]([CH:7]=O)=[CH:5][CH:6]=1.[CH2:9]([NH:15][CH2:16][CH2:17][CH2:18][CH2:19][CH2:20][CH3:21])[CH2:10][CH2:11][CH2:12][CH2:13][CH3:14].ClC1C=CC(N)=CC=1.[C:30]([C:32]1[C:33](=[C:40]([C:43]#[N:44])[C:41]#[N:42])[O:34][C:35]([CH3:39])([CH3:38])[C:36]=1[CH3:37])#[N:31]. (7) The reactants are: [OH:1][C@@H:2]1[CH2:25][CH2:24][C@@:23]2([CH3:26])[C@H:4]([C@@H:5]([CH2:29][CH3:30])[C:6](=[O:28])[C@@H:7]3[C@@H:22]2[CH2:21][CH2:20][C@@:19]2([CH3:27])[C@H:8]3[CH2:9][CH2:10][C@@H:11]2[C@H:12]([CH3:18])[CH2:13][CH2:14][C:15]([OH:17])=[O:16])[CH2:3]1.[BH4-].[Na+]. Given the product [CH3:30][CH2:29][C@H:5]1[C@@H:6]([OH:28])[C@@H:7]2[C@H:22]([CH2:21][CH2:20][C@:19]3([CH3:27])[C@@H:11]([C@@H:12]([CH2:13][CH2:14][C:15]([OH:17])=[O:16])[CH3:18])[CH2:10][CH2:9][C@H:8]32)[C@:23]2([CH3:26])[C@H:4]1[CH2:3][C@H:2]([OH:1])[CH2:25][CH2:24]2, predict the reactants needed to synthesize it. (8) Given the product [CH2:1]([O:3][C:4]([C:6]1[CH:7]=[N:8][N:9]([CH:19]([CH3:28])[C:20](=[O:21])[C:22]2[CH:27]=[CH:26][CH:25]=[CH:24][CH:23]=2)[C:10]=1[NH2:11])=[O:5])[CH3:2], predict the reactants needed to synthesize it. The reactants are: [CH2:1]([O:3][C:4]([C:6]1[CH:7]=[N:8][NH:9][C:10]=1[NH2:11])=[O:5])[CH3:2].C([O-])([O-])=O.[Na+].[Na+].Br[CH:19]([CH3:28])[C:20]([C:22]1[CH:27]=[CH:26][CH:25]=[CH:24][CH:23]=1)=[O:21].CCOC(C)=O.CCCCCC. (9) Given the product [CH:26]1([C@:24]([OH:25])([CH3:29])[CH2:23][NH:22][C:13](=[O:15])[C:12]2[CH:16]=[C:8]([C:5]3[CH:4]=[CH:3][C:2]([F:1])=[CH:7][CH:6]=3)[C:9]([O:17][CH2:18][CH:19]3[CH2:21][CH2:20]3)=[N:10][CH:11]=2)[CH2:28][CH2:27]1, predict the reactants needed to synthesize it. The reactants are: [F:1][C:2]1[CH:7]=[CH:6][C:5]([C:8]2[C:9]([O:17][CH2:18][CH:19]3[CH2:21][CH2:20]3)=[N:10][CH:11]=[C:12]([CH:16]=2)[C:13]([OH:15])=O)=[CH:4][CH:3]=1.[NH2:22][CH2:23][C@@:24]([CH3:29])([CH:26]1[CH2:28][CH2:27]1)[OH:25]. (10) The reactants are: [F:1][C:2]1[CH:7]=[CH:6][C:5]([N:8]2[C:17]3[C:12](=[CH:13][C:14]([C:18]#[C:19][C:20]4[CH:21]=[N:22][C:23]([CH3:26])=[N:24][CH:25]=4)=[CH:15][CH:16]=3)[C:11](=[O:27])[C:10]([C:28]([O:30][CH2:31][CH3:32])=[O:29])=[CH:9]2)=[CH:4][CH:3]=1. Given the product [F:1][C:2]1[CH:7]=[CH:6][C:5]([N:8]2[C:17]3[C:12](=[CH:13][C:14]([CH2:18][CH2:19][C:20]4[CH:25]=[N:24][C:23]([CH3:26])=[N:22][CH:21]=4)=[CH:15][CH:16]=3)[C:11](=[O:27])[C:10]([C:28]([O:30][CH2:31][CH3:32])=[O:29])=[CH:9]2)=[CH:4][CH:3]=1, predict the reactants needed to synthesize it.